Task: Predict the reaction yield, written as a fraction of the theoretical maximum amount of product (1.0 means a 100% yield; for example, 0.34 means a 34% yield).. Dataset: Reaction yield outcomes from USPTO patents with 853,638 reactions (1) The reactants are [CH3:1][C:2]1[N:7]=[C:6]2[N:8]=[C:9]([C:11]3[CH:16]=[CH:15][CH:14]=[C:13]([N+:17]([O-:19])=[O:18])[CH:12]=3)[O:10][C:5]2=[CH:4][CH:3]=1.C1C(=O)N([Br:27])C(=O)C1.C(OOC(=O)C1C=CC=CC=1)(=O)C1C=CC=CC=1.[Br-]. The catalyst is C(Cl)(Cl)(Cl)Cl. The product is [Br:27][CH2:1][C:2]1[N:7]=[C:6]2[N:8]=[C:9]([C:11]3[CH:16]=[CH:15][CH:14]=[C:13]([N+:17]([O-:19])=[O:18])[CH:12]=3)[O:10][C:5]2=[CH:4][CH:3]=1. The yield is 1.00. (2) The reactants are [CH2:1]([C@@:5]1([CH2:28][CH3:29])[NH:11][C@H:10]([C:12]2[CH:17]=[CH:16][CH:15]=[CH:14][CH:13]=2)[C:9]2[CH:18]=[C:19]([N:23]([CH3:25])[CH3:24])[C:20]([OH:22])=[CH:21][C:8]=2[S:7](=[O:27])(=[O:26])[CH2:6]1)[CH2:2][CH2:3][CH3:4].N1C=CC=CC=1.[S:36](O[S:36]([C:39]([F:42])([F:41])[F:40])(=[O:38])=[O:37])([C:39]([F:42])([F:41])[F:40])(=[O:38])=[O:37]. The catalyst is C(Cl)Cl. The product is [F:40][C:39]([F:42])([F:41])[S:36]([O:22][C:20]1[C:19]([N:23]([CH3:25])[CH3:24])=[CH:18][C:9]2[C@@H:10]([C:12]3[CH:13]=[CH:14][CH:15]=[CH:16][CH:17]=3)[NH:11][C@@:5]([CH2:1][CH2:2][CH2:3][CH3:4])([CH2:28][CH3:29])[CH2:6][S:7](=[O:26])(=[O:27])[C:8]=2[CH:21]=1)(=[O:38])=[O:37]. The yield is 0.870. (3) The reactants are [NH2:1][C:2]1[CH:7]=[C:6]([CH3:8])[CH:5]=[CH:4][C:3]=1[OH:9].C(N(CC)CC)C.Cl[C:18](OCC)=[O:19].C(=O)([O-])[O-].[K+].[K+].Cl. The catalyst is C(Cl)(Cl)Cl.CN(C)C=O.O. The product is [CH3:8][C:6]1[CH:5]=[CH:4][C:3]2[O:9][C:18](=[O:19])[NH:1][C:2]=2[CH:7]=1. The yield is 0.820. (4) The reactants are P(O)(O)(O)=O.ClC1C(NC2C=C(OC(C)C)NN=2)=NC([NH:13][C@H:14]([C:16]2[CH:21]=[CH:20][C:19]([F:22])=[CH:18][N:17]=2)[CH3:15])=NC=1.[CH3:45][C:44]([O:43][C:41](O[C:41]([O:43][C:44]([CH3:47])([CH3:46])[CH3:45])=[O:42])=[O:42])([CH3:47])[CH3:46].O.[OH-].[Li+].O. The catalyst is CN(C1C=CN=CC=1)C.C1COCC1.CCOCC. The product is [C:44]([O:43][C:41](=[O:42])[NH:13][C@H:14]([C:16]1[CH:21]=[CH:20][C:19]([F:22])=[CH:18][N:17]=1)[CH3:15])([CH3:45])([CH3:46])[CH3:47]. The yield is 0.940. (5) The reactants are [F:1][C:2]1[CH:11]=[CH:10][C:5]([C:6](OC)=[O:7])=[CH:4][C:3]=1[O:12][CH2:13][C:14]1[CH:19]=[CH:18][C:17]([F:20])=[CH:16][CH:15]=1.[H-].[H-].[H-].[H-].[Li+].[Al+3].O.[OH-].[Na+]. The catalyst is C1COCC1. The product is [F:1][C:2]1[CH:11]=[CH:10][C:5]([CH2:6][OH:7])=[CH:4][C:3]=1[O:12][CH2:13][C:14]1[CH:15]=[CH:16][C:17]([F:20])=[CH:18][CH:19]=1. The yield is 0.860. (6) The reactants are [O:1]=[C:2]1[NH:7][C:6]2[CH:8]=[C:9]([CH2:12][N:13]3[CH2:18][CH2:17][N:16]([C:19]4[CH:27]=[CH:26][C:22]([C:23](O)=[O:24])=[CH:21][N:20]=4)[CH2:15][CH2:14]3)[CH:10]=[N:11][C:5]=2[N:4]2[CH2:28][CH2:29][CH2:30][C@@H:3]12.[CH3:31][CH:32]([NH2:34])[CH3:33].CCN(C(C)C)C(C)C.CN(C(ON1N=NC2C=CC=NC1=2)=[N+](C)C)C.F[P-](F)(F)(F)(F)F. The catalyst is CN(C=O)C. The product is [CH:32]([NH:34][C:23](=[O:24])[C:22]1[CH:26]=[CH:27][C:19]([N:16]2[CH2:15][CH2:14][N:13]([CH2:12][C:9]3[CH:10]=[N:11][C:5]4[N:4]5[CH2:28][CH2:29][CH2:30][C@H:3]5[C:2](=[O:1])[NH:7][C:6]=4[CH:8]=3)[CH2:18][CH2:17]2)=[N:20][CH:21]=1)([CH3:33])[CH3:31]. The yield is 0.649. (7) The reactants are Br[C:2]1[CH:3]=[C:4]([C:13]#[N:14])[C:5](=[CH:8][C:9]=1[N+:10]([O-:12])=[O:11])[C:6]#[N:7].[NH2:15][C:16]1[CH:21]=[CH:20][CH:19]=[CH:18][CH:17]=1.C(N(CC)C(C)C)(C)C. The catalyst is C1COCC1. The product is [N+:10]([C:9]1[CH:8]=[C:5]([C:6]#[N:7])[C:4](=[CH:3][C:2]=1[NH:15][C:16]1[CH:21]=[CH:20][CH:19]=[CH:18][CH:17]=1)[C:13]#[N:14])([O-:12])=[O:11]. The yield is 0.980. (8) The reactants are CN(C(ON1N=NC2C=CC=NC1=2)=[N+](C)C)C.F[P-](F)(F)(F)(F)F.[C:25]([O:29][C:30]([NH:32][C@@H:33]([C@H:45]([CH3:53])[CH2:46][CH:47]([CH3:52])[CH2:48][CH2:49][CH:50]=[CH2:51])[C:34]([N:36]1[CH2:40][C@H:39]([OH:41])[CH2:38][C@H:37]1[C:42]([OH:44])=O)=[O:35])=[O:31])([CH3:28])([CH3:27])[CH3:26].Cl.[NH2:55][C@:56]1([C:61]([NH:63][S:64]([C:67]2([CH3:70])[CH2:69][CH2:68]2)(=[O:66])=[O:65])=[O:62])[CH2:58][C@H:57]1[CH:59]=[CH2:60].CCN(C(C)C)C(C)C. The catalyst is C(Cl)Cl. The product is [OH:41][C@H:39]1[CH2:40][N:36]([C:34](=[O:35])[C@@H:33]([NH:32][C:30](=[O:31])[O:29][C:25]([CH3:27])([CH3:28])[CH3:26])[C@H:45]([CH3:53])[CH2:46][CH:47]([CH3:52])[CH2:48][CH2:49][CH:50]=[CH2:51])[C@H:37]([C:42](=[O:44])[NH:55][C@:56]2([C:61](=[O:62])[NH:63][S:64]([C:67]3([CH3:70])[CH2:69][CH2:68]3)(=[O:66])=[O:65])[CH2:58][C@H:57]2[CH:59]=[CH2:60])[CH2:38]1. The yield is 0.740. (9) The reactants are [F:1][C:2]1[CH:3]=[CH:4][C:5]2[NH:14][C:13](=[S:15])[C:12]3[CH:11]=[C:10]([CH3:16])[S:9][C:8]=3[NH:7][C:6]=2[CH:17]=1.[CH3:18]N(C=O)C.C(=O)([O-])[O-].[K+].[K+].IC. The catalyst is O. The product is [F:1][C:2]1[CH:3]=[CH:4][C:5]2[N:14]=[C:13]([S:15][CH3:18])[C:12]3[CH:11]=[C:10]([CH3:16])[S:9][C:8]=3[NH:7][C:6]=2[CH:17]=1. The yield is 0.850. (10) The reactants are C[O:2][C:3](=O)[C:4]1[CH:9]=[CH:8][C:7]([N:10]2[CH:14]=[N:13][CH:12]=[N:11]2)=[C:6]([C:15]2[N:19]([C:20]([CH3:23])([CH3:22])[CH3:21])[C:18]3[CH:24]=[CH:25][C:26]([Br:28])=[CH:27][C:17]=3[N:16]=2)[CH:5]=1.[H-].[Al+3].[Li+].[H-].[H-].[H-]. The catalyst is C1COCC1. The product is [Br:28][C:26]1[CH:25]=[CH:24][C:18]2[N:19]([C:20]([CH3:21])([CH3:23])[CH3:22])[C:15]([C:6]3[CH:5]=[C:4]([CH2:3][OH:2])[CH:9]=[CH:8][C:7]=3[N:10]3[CH:14]=[N:13][CH:12]=[N:11]3)=[N:16][C:17]=2[CH:27]=1. The yield is 0.500.